Dataset: Tox21: 12 toxicity assays (nuclear receptors and stress response pathways). Task: Binary classification across 12 toxicity assays. (1) The molecule is CCc1nn(C2CCCCC2)c2cc([C@]3(C#N)CC[C@@H](C(=O)O)CC3)ccc12. It tested positive (active) for: NR-PPAR-gamma (PPAR-gamma nuclear receptor agonist), SR-ARE (Antioxidant Response Element (oxidative stress)), and SR-p53 (p53 tumor suppressor activation). (2) The molecule is Oc1cc(Cl)c(Cl)c(Cl)c1Cl. It tested positive (active) for: NR-AhR (Aryl hydrocarbon Receptor agonist activity), SR-HSE (Heat Shock Element response), and SR-MMP (Mitochondrial Membrane Potential disruption).